This data is from Reaction yield outcomes from USPTO patents with 853,638 reactions. The task is: Predict the reaction yield, written as a fraction of the theoretical maximum amount of product (1.0 means a 100% yield; for example, 0.34 means a 34% yield). (1) The reactants are [Cl:1][C:2]1[N:7]=[C:6](Cl)[C:5]([Cl:9])=[CH:4][N:3]=1.[C:10]([C:12]1[CH:17]=[CH:16][C:15](B(O)O)=[CH:14][CH:13]=1)#[N:11].C([O-])([O-])=O.[Na+].[Na+]. The catalyst is O1CCOCC1.C1C=CC(P(C2C=CC=CC=2)[C-]2C=CC=C2)=CC=1.C1C=CC(P(C2C=CC=CC=2)[C-]2C=CC=C2)=CC=1.Cl[Pd]Cl.[Fe+2]. The product is [Cl:1][C:2]1[N:7]=[C:6]([C:15]2[CH:16]=[CH:17][C:12]([C:10]#[N:11])=[CH:13][CH:14]=2)[C:5]([Cl:9])=[CH:4][N:3]=1. The yield is 0.890. (2) The reactants are Cl[C:2]1[C:11]2[C:6](=[CH:7][C:8]([O:14][CH3:15])=[C:9]([O:12][CH3:13])[CH:10]=2)[N:5]=[CH:4][CH:3]=1.Cl[C:17]1[CH:38]=[CH:37][C:20]([CH2:21][N:22]2[C:27](=[S:28])[C:26]([C:29]3[CH:34]=[CH:33][C:32]([OH:35])=[C:31]([F:36])[CH:30]=3)=[CH:25][N:24]=[CH:23]2)=[CH:19][CH:18]=1. No catalyst specified. The product is [CH2:21]([N:22]1[C:27](=[S:28])[C:26]([C:29]2[CH:34]=[CH:33][C:32]([O:35][C:2]3[C:11]4[C:6](=[CH:7][C:8]([O:14][CH3:15])=[C:9]([O:12][CH3:13])[CH:10]=4)[N:5]=[CH:4][CH:3]=3)=[C:31]([F:36])[CH:30]=2)=[CH:25][N:24]=[CH:23]1)[C:20]1[CH:37]=[CH:38][CH:17]=[CH:18][CH:19]=1. The yield is 0.450. (3) The reactants are [Li+].[Cl-].C[O:4][C:5]1[CH:10]=[CH:9][C:8]([C:11]([C:13]2[CH:18]=[CH:17][CH:16]=[CH:15][CH:14]=2)=[O:12])=[CH:7][C:6]=1[S:19]([N:22]1[CH2:27][CH2:26][CH:25]([N:28]2[CH2:33][CH2:32][CH:31]([CH3:34])[CH2:30][CH2:29]2)[CH2:24][CH2:23]1)(=[O:21])=[O:20]. The catalyst is CN(C=O)C. The product is [OH:4][C:5]1[CH:10]=[CH:9][C:8]([C:11]([C:13]2[CH:14]=[CH:15][CH:16]=[CH:17][CH:18]=2)=[O:12])=[CH:7][C:6]=1[S:19]([N:22]1[CH2:23][CH2:24][CH:25]([N:28]2[CH2:29][CH2:30][CH:31]([CH3:34])[CH2:32][CH2:33]2)[CH2:26][CH2:27]1)(=[O:21])=[O:20]. The yield is 0.790. (4) The reactants are [Mn]([O-])(=O)(=O)=[O:2].[K+].[Cl:7][C:8]1[CH:9]=[C:10]([C:14]2[O:18][N:17]=[C:16]([CH2:19][OH:20])[CH:15]=2)[CH:11]=[CH:12][CH:13]=1. The catalyst is CC(C)=O. The product is [Cl:7][C:8]1[CH:9]=[C:10]([C:14]2[O:18][N:17]=[C:16]([C:19]([OH:2])=[O:20])[CH:15]=2)[CH:11]=[CH:12][CH:13]=1. The yield is 0.240. (5) The catalyst is CCO. The product is [CH3:20][O:19][C:16]1[CH:15]=[CH:14][C:13]([CH2:12][S:11][C@H:9]2[CH2:8][N:7]([S:21]([C:24]3[CH:33]=[CH:32][C:31]4[C:26](=[CH:27][CH:28]=[CH:29][CH:30]=4)[CH:25]=3)(=[O:23])=[O:22])[C@H:6]([CH2:5][CH2:4][C:3]([OH:34])=[O:2])[CH2:10]2)=[CH:18][CH:17]=1. The yield is 0.940. The reactants are C[O:2][C:3](=[O:34])[CH2:4][CH2:5][C@@H:6]1[CH2:10][C@@H:9]([S:11][CH2:12][C:13]2[CH:18]=[CH:17][C:16]([O:19][CH3:20])=[CH:15][CH:14]=2)[CH2:8][N:7]1[S:21]([C:24]1[CH:33]=[CH:32][C:31]2[C:26](=[CH:27][CH:28]=[CH:29][CH:30]=2)[CH:25]=1)(=[O:23])=[O:22].[OH-].[Na+].Cl.